This data is from M1 muscarinic receptor antagonist screen with 61,756 compounds. The task is: Binary Classification. Given a drug SMILES string, predict its activity (active/inactive) in a high-throughput screening assay against a specified biological target. The molecule is S1C(Cc2nc(SC)n(c(=O)c12)Cc1ccccc1)C. The result is 0 (inactive).